This data is from Full USPTO retrosynthesis dataset with 1.9M reactions from patents (1976-2016). The task is: Predict the reactants needed to synthesize the given product. (1) The reactants are: C(Cl)Cl.[CH:4]1[N:12]([C@@H:13]2[O:17][C@H:16]([CH2:18][OH:19])[C@@H:15]([OH:20])[C@H:14]2[OH:21])[C:11]2[C:6](=[C:7]([NH2:22])[N:8]=[CH:9][N:10]=2)[C:5]=1[C:23]#[N:24].[NH:25]([C:41]([O:43][C:44]([CH3:47])([CH3:46])[CH3:45])=[O:42])[C@H:26]([C:31]([O:33]N1C(=O)CCC1=O)=[O:32])[CH2:27][CH:28]([CH3:30])[CH3:29]. Given the product [NH:25]([C:41]([O:43][C:44]([CH3:46])([CH3:45])[CH3:47])=[O:42])[C@H:26]([C:31]([OH:33])=[O:32])[CH2:27][CH:28]([CH3:30])[CH3:29].[CH:4]1[N:12]([C@@H:13]2[O:17][C@H:16]([CH2:18][OH:19])[C@@H:15]([OH:20])[C@H:14]2[OH:21])[C:11]2[C:6](=[C:7]([NH2:22])[N:8]=[CH:9][N:10]=2)[C:5]=1[C:23]#[N:24], predict the reactants needed to synthesize it. (2) Given the product [C:3]([CH2:4][CH2:5][NH:6][C@:7]12[CH2:42][CH2:41][C@@H:40]([C:43]([CH3:45])=[CH2:44])[C@@H:8]1[C@@H:9]1[C@@:22]([CH3:25])([CH2:23][CH2:24]2)[C@@:21]2([CH3:26])[C@@H:12]([C@:13]3([CH3:39])[C@@H:18]([CH2:19][CH2:20]2)[C:17]([CH3:28])([CH3:27])[C:16]([C:29]2[CH:30]=[CH:31][C:32]([C:33]([OH:35])=[O:34])=[CH:37][CH:38]=2)=[CH:15][CH2:14]3)[CH2:11][CH2:10]1)([OH:46])=[O:2], predict the reactants needed to synthesize it. The reactants are: C[O:2][C:3](=[O:46])[CH2:4][CH2:5][NH:6][C@:7]12[CH2:42][CH2:41][C@@H:40]([C:43]([CH3:45])=[CH2:44])[C@@H:8]1[C@@H:9]1[C@@:22]([CH3:25])([CH2:23][CH2:24]2)[C@@:21]2([CH3:26])[C@@H:12]([C@:13]3([CH3:39])[C@@H:18]([CH2:19][CH2:20]2)[C:17]([CH3:28])([CH3:27])[C:16]([C:29]2[CH:38]=[CH:37][C:32]([C:33]([O:35]C)=[O:34])=[CH:31][CH:30]=2)=[CH:15][CH2:14]3)[CH2:11][CH2:10]1.[OH-].[Na+]. (3) The reactants are: [C:1]([O-:4])(O)=[O:2].[Na+].[F:6][C@H:7]1[C@H:11]([OH:12])[C@@H:10]([CH2:13][OH:14])[O:9][C@H:8]1[C:15]1[N:23]=[C:22]2[C:18](=[N:19][CH:20]=[N:21]2)[C:17]([O:25][CH3:26])([NH2:24])[N:16]=1. Given the product [F:6][C@H:7]1[C@H:11]([OH:12])[C@@H:10]([CH:13]([C:1]([OH:4])=[O:2])[OH:14])[O:9][C@H:8]1[C:15]1[N:23]=[C:22]2[C:18](=[N:19][CH:20]=[N:21]2)[C:17]([O:25][CH3:26])([NH2:24])[N:16]=1, predict the reactants needed to synthesize it. (4) Given the product [Cl:1][C:2]1[CH:21]=[CH:20][C:19]([CH2:22][CH2:23][CH2:24][NH:30][CH2:31][CH2:32][C:33]2[N:37]=[CH:36][NH:35][CH:34]=2)=[CH:18][C:3]=1[C:4]([NH:6][CH2:7][C:8]12[CH2:15][CH:14]3[CH2:16][CH:10]([CH2:11][CH:12]([CH2:13]3)[CH2:17]1)[CH2:9]2)=[O:5], predict the reactants needed to synthesize it. The reactants are: [Cl:1][C:2]1[CH:21]=[CH:20][C:19]([CH2:22][CH2:23][CH2:24]OS(C)(=O)=O)=[CH:18][C:3]=1[C:4]([NH:6][CH2:7][C:8]12[CH2:17][CH:12]3[CH2:13][CH:14]([CH2:16][CH:10]([CH2:11]3)[CH2:9]1)[CH2:15]2)=[O:5].[NH2:30][CH2:31][CH2:32][C:33]1[N:37]=[CH:36][NH:35][CH:34]=1. (5) The reactants are: [CH3:1][O:2][C:3]1[C:8]([C:9]([F:12])([F:11])[F:10])=[CH:7][CH:6]=[CH:5][C:4]=1[CH:13]1[CH2:18][CH2:17][NH:16][CH2:15][CH2:14]1.C(=O)([O-])[O-].[K+].[K+].I[CH2:26][CH2:27][CH3:28].Cl. Given the product [CH3:1][O:2][C:3]1[C:8]([C:9]([F:11])([F:10])[F:12])=[CH:7][CH:6]=[CH:5][C:4]=1[CH:13]1[CH2:18][CH2:17][N:16]([CH2:26][CH2:27][CH3:28])[CH2:15][CH2:14]1, predict the reactants needed to synthesize it. (6) The reactants are: C([O:5][C:6](=[O:18])[CH2:7][O:8][C:9]1[CH:14]=[CH:13][C:12]([Cl:15])=[CH:11][C:10]=1[C:16]#[CH:17])(C)(C)C.Br[C:20]1[CH:21]=[N:22][CH:23]=[CH:24][C:25]=1[CH2:26][CH2:27][CH2:28][CH2:29][CH2:30][CH3:31]. Given the product [Cl:15][C:12]1[CH:13]=[CH:14][C:9]([O:8][CH2:7][C:6]([OH:5])=[O:18])=[C:10]([C:16]#[C:17][C:20]2[CH:21]=[N:22][CH:23]=[CH:24][C:25]=2[CH2:26][CH2:27][CH2:28][CH2:29][CH2:30][CH3:31])[CH:11]=1, predict the reactants needed to synthesize it. (7) Given the product [Cl:1][C:2]1[CH:10]=[C:9]([C:11]2[N:15]([CH3:16])[N:14]=[N:13][N:12]=2)[CH:8]=[CH:7][C:3]=1[C:4]([Cl:19])=[O:5], predict the reactants needed to synthesize it. The reactants are: [Cl:1][C:2]1[CH:10]=[C:9]([C:11]2[N:15]([CH3:16])[N:14]=[N:13][N:12]=2)[CH:8]=[CH:7][C:3]=1[C:4](O)=[O:5].S(Cl)([Cl:19])=O.CN1CCCC1=O.